From a dataset of Catalyst prediction with 721,799 reactions and 888 catalyst types from USPTO. Predict which catalyst facilitates the given reaction. (1) Reactant: Cl.[CH2:2]([O:9][C:10](=[O:16])[C@@H:11]1[CH2:15][CH2:14][CH2:13][NH:12]1)[C:3]1[CH:8]=[CH:7][CH:6]=[CH:5][CH:4]=1.[C:17]([OH:26])(=O)[CH2:18][CH2:19][CH2:20][CH2:21][C:22]([OH:24])=O. Product: [CH2:2]([O:9][C:10]([C@@H:11]1[CH2:15][CH2:14][CH2:13][N:12]1[C:22](=[O:24])[CH2:21][CH2:20][CH2:19][CH2:18][C:17]([N:12]1[CH2:13][CH2:14][CH2:15][C@H:11]1[C:10]([O:9][CH2:2][C:3]1[CH:8]=[CH:7][CH:6]=[CH:5][CH:4]=1)=[O:16])=[O:26])=[O:16])[C:3]1[CH:4]=[CH:5][CH:6]=[CH:7][CH:8]=1. The catalyst class is: 25. (2) Reactant: [CH3:1][C:2]([CH3:36])([CH3:35])[CH2:3][C:4]1[N:9]=[C:8]([CH2:10][O:11][C:12]2[C:13]([CH3:25])=[C:14]([CH2:18][CH2:19][C:20]([O:22]CC)=[O:21])[CH:15]=[CH:16][CH:17]=2)[CH:7]=[CH:6][C:5]=1[C:26]1[CH:31]=[C:30]([O:32][CH3:33])[CH:29]=[CH:28][C:27]=1[F:34].[OH-].[Na+].Cl. Product: [CH3:1][C:2]([CH3:36])([CH3:35])[CH2:3][C:4]1[N:9]=[C:8]([CH2:10][O:11][C:12]2[C:13]([CH3:25])=[C:14]([CH2:18][CH2:19][C:20]([OH:22])=[O:21])[CH:15]=[CH:16][CH:17]=2)[CH:7]=[CH:6][C:5]=1[C:26]1[CH:31]=[C:30]([O:32][CH3:33])[CH:29]=[CH:28][C:27]=1[F:34]. The catalyst class is: 200. (3) Reactant: [CH3:1][O:2][C:3]1[CH:32]=[CH:31][C:6]([O:7][C:8]2[S:9][C:10]([C:13]3[CH:17]=[C:16]([CH:18]([N:20]4C(=O)C5C(=CC=CC=5)C4=O)[CH3:19])[O:15][N:14]=3)=[CH:11][N:12]=2)=[CH:5][CH:4]=1.O.NN. Product: [CH3:1][O:2][C:3]1[CH:32]=[CH:31][C:6]([O:7][C:8]2[S:9][C:10]([C:13]3[CH:17]=[C:16]([CH:18]([NH2:20])[CH3:19])[O:15][N:14]=3)=[CH:11][N:12]=2)=[CH:5][CH:4]=1. The catalyst class is: 8. (4) Reactant: [C:1]([O:5][C:6]([C:8]1[O:9][C:10]2[CH:17]=[CH:16][CH:15]=[C:14](OS(C(F)(F)F)(=O)=O)[C:11]=2[C:12]=1[CH3:13])=[O:7])([CH3:4])([CH3:3])[CH3:2].C([O-])([O-])=O.[K+].[K+].[C:32]1(B(O)O)[CH:37]=[CH:36][CH:35]=[CH:34][CH:33]=1.COCCOC. Product: [C:1]([O:5][C:6]([C:8]1[O:9][C:10]2[CH:17]=[CH:16][CH:15]=[C:14]([C:32]3[CH:37]=[CH:36][CH:35]=[CH:34][CH:33]=3)[C:11]=2[C:12]=1[CH3:13])=[O:7])([CH3:4])([CH3:3])[CH3:2]. The catalyst class is: 6. (5) Reactant: [CH3:13][C:12]([O:11][C:9](O[C:9]([O:11][C:12]([CH3:15])([CH3:14])[CH3:13])=[O:10])=[O:10])([CH3:15])[CH3:14].CCOC(C)=O.[C:22]([NH:29][O:30][CH2:31][C:32]1[CH:37]=[CH:36][CH:35]=[CH:34][CH:33]=1)([O:24][C:25]([CH3:28])([CH3:27])[CH3:26])=[O:23]. Product: [C:22]([N:29]([C:9]([O:11][C:12]([CH3:13])([CH3:14])[CH3:15])=[O:10])[O:30][CH2:31][C:32]1[CH:33]=[CH:34][CH:35]=[CH:36][CH:37]=1)([O:24][C:25]([CH3:28])([CH3:27])[CH3:26])=[O:23]. The catalyst class is: 616. (6) Reactant: [OH:1][C:2]1[CH:11]=[C:10]2[C:5]([C:6]([CH2:23][C:24]3[CH:29]=[CH:28][C:27]([O:30][CH2:31][CH2:32][N:33]4[CH2:37][CH2:36][CH2:35][CH2:34]4)=[CH:26][CH:25]=3)=[C:7]([C:13]3[CH:18]=[CH:17][C:16]([C:19]([F:22])([F:21])[F:20])=[CH:15][CH:14]=3)[C:8](=[O:12])[O:9]2)=[CH:4][CH:3]=1.[CH2:38](O)[CH:39]=[CH2:40].C1(P(C2C=CC=CC=2)C2C=CC=CC=2)C=CC=CC=1.CC(OC(/N=N/C(OC(C)C)=O)=O)C. Product: [CH2:40]([O:1][C:2]1[CH:11]=[C:10]2[C:5]([C:6]([CH2:23][C:24]3[CH:29]=[CH:28][C:27]([O:30][CH2:31][CH2:32][N:33]4[CH2:34][CH2:35][CH2:36][CH2:37]4)=[CH:26][CH:25]=3)=[C:7]([C:13]3[CH:18]=[CH:17][C:16]([C:19]([F:20])([F:21])[F:22])=[CH:15][CH:14]=3)[C:8](=[O:12])[O:9]2)=[CH:4][CH:3]=1)[CH:39]=[CH2:38]. The catalyst class is: 595. (7) Reactant: N(C(OC(C)C)=O)=NC(OC(C)C)=O.[Cl:15][C:16]1[C:17]([OH:25])=[C:18]([CH:21]=[CH:22][C:23]=1[OH:24])[CH:19]=[O:20].C1(P(C2C=CC=CC=2)C2C=CC=CC=2)C=CC=CC=1.[O:45]1[CH2:50][CH2:49][O:48][C:47]2[CH:51]=[C:52]([C:55]3[C:56]([CH3:63])=[C:57]([CH2:61]O)[CH:58]=[CH:59][CH:60]=3)[CH:53]=[CH:54][C:46]1=2. Product: [Cl:15][C:16]1[C:17]([OH:25])=[C:18]([CH:21]=[CH:22][C:23]=1[O:24][CH2:61][C:57]1[CH:58]=[CH:59][CH:60]=[C:55]([C:52]2[CH:53]=[CH:54][C:46]3[O:45][CH2:50][CH2:49][O:48][C:47]=3[CH:51]=2)[C:56]=1[CH3:63])[CH:19]=[O:20]. The catalyst class is: 7.